This data is from Full USPTO retrosynthesis dataset with 1.9M reactions from patents (1976-2016). The task is: Predict the reactants needed to synthesize the given product. (1) Given the product [Cl:13][C:4]1[CH:5]=[C:6]([C:7]([O:9][CH3:10])=[O:8])[CH:11]=[CH:12][C:3]=1[CH2:2][SH:22]=[S:21]([O-:25])([O-:24])=[O:23].[Na+:26].[Na+:26], predict the reactants needed to synthesize it. The reactants are: Br[CH2:2][C:3]1[CH:12]=[CH:11][C:6]([C:7]([O:9][CH3:10])=[O:8])=[CH:5][C:4]=1[Cl:13].CO.O.O.O.O.O.[S:21]([O-:25])([O-:24])(=[O:23])=[S:22].[Na+:26].[Na+]. (2) Given the product [CH2:28]([O:27][C:25](=[O:26])[N:35]([CH:36]([C:38](=[O:40])[NH:51][CH:52]([C:53]([N:55]1[CH2:59][CH2:58][CH:57]2[N:60]([CH:72]3[CH2:77][CH2:76][O:75][CH2:74][CH2:73]3)[CH2:61][CH:62]([O:63][C:64]3[CH:69]=[CH:68][C:67]([F:70])=[C:66]([F:71])[CH:65]=3)[CH:56]12)=[O:54])[C:78]([CH3:80])([CH3:79])[CH3:81])[CH3:37])[CH3:41])[C:29]1[CH:30]=[CH:31][CH:32]=[CH:33][CH:34]=1, predict the reactants needed to synthesize it. The reactants are: CN(C(ON1N=NC2C=CC=NC1=2)=[N+](C)C)C.F[P-](F)(F)(F)(F)F.[C:25]([N:35]([CH3:41])[C@H:36]([C:38]([OH:40])=O)[CH3:37])([O:27][CH2:28][C:29]1[CH:34]=[CH:33][CH:32]=[CH:31][CH:30]=1)=[O:26].CCN(C(C)C)C(C)C.[NH2:51][CH:52]([C:78]([CH3:81])([CH3:80])[CH3:79])[C:53]([N:55]1[CH2:59][CH2:58][CH:57]2[N:60]([CH:72]3[CH2:77][CH2:76][O:75][CH2:74][CH2:73]3)[CH2:61][CH:62]([O:63][C:64]3[CH:69]=[CH:68][C:67]([F:70])=[C:66]([F:71])[CH:65]=3)[CH:56]12)=[O:54]. (3) Given the product [CH:12]([C:9]1[S:8][C:7]2[CH2:6][C:5]3[CH:16]=[CH:17][CH:18]=[CH:19][C:4]=3[N:3]=[C:2]([NH2:1])[C:11]=2[N:10]=1)([CH3:14])[CH3:13], predict the reactants needed to synthesize it. The reactants are: [NH2:1][C:2]1[C:11]2[N:10]=[C:9]([CH:12]([CH3:14])[CH3:13])[S:8][C:7]=2[C:6](=O)[C:5]2[CH:16]=[CH:17][CH:18]=[CH:19][C:4]=2[N:3]=1. (4) Given the product [Br:3][C:4]1[C:12]2[C:7](=[CH:8][C:9]([N+:13]([O-:15])=[O:14])=[CH:10][CH:11]=2)[N:6]([S:22]([C:16]2[CH:21]=[CH:20][CH:19]=[CH:18][CH:17]=2)(=[O:24])=[O:23])[CH:5]=1, predict the reactants needed to synthesize it. The reactants are: [H-].[Na+].[Br:3][C:4]1[C:12]2[C:7](=[CH:8][C:9]([N+:13]([O-:15])=[O:14])=[CH:10][CH:11]=2)[NH:6][CH:5]=1.[C:16]1([S:22](Cl)(=[O:24])=[O:23])[CH:21]=[CH:20][CH:19]=[CH:18][CH:17]=1. (5) The reactants are: Cl.[CH3:2][S:3]([C:6]1[CH:11]=[CH:10][C:9]([N:12]2[CH:17]=[CH:16][C:15]([O:18][CH:19]3[CH2:24][CH2:23][NH:22][CH2:21][CH2:20]3)=[CH:14][C:13]2=[O:25])=[CH:8][CH:7]=1)(=[O:5])=[O:4].C(N(C(C)C)CC)(C)C.Cl[C:36]([O:38][C:39]1[CH:44]=[CH:43][C:42]([Br:45])=[CH:41][CH:40]=1)=[O:37]. Given the product [CH3:2][S:3]([C:6]1[CH:11]=[CH:10][C:9]([N:12]2[CH:17]=[CH:16][C:15]([O:18][CH:19]3[CH2:24][CH2:23][N:22]([C:36]([O:38][C:39]4[CH:44]=[CH:43][C:42]([Br:45])=[CH:41][CH:40]=4)=[O:37])[CH2:21][CH2:20]3)=[CH:14][C:13]2=[O:25])=[CH:8][CH:7]=1)(=[O:4])=[O:5], predict the reactants needed to synthesize it.